Predict the reactants needed to synthesize the given product. From a dataset of Full USPTO retrosynthesis dataset with 1.9M reactions from patents (1976-2016). (1) Given the product [CH3:25][C:26]1[C:27]([O:34][C:33]2[N:31]=[CH:30][C:7]([NH:8][C:12]([C:6]3[C:5]4[C:9](=[CH:10][CH:11]=[C:3]([O:2][CH3:1])[CH:4]=4)[NH:8][CH:7]=3)=[O:14])=[CH:6][CH:5]=2)=[CH:28][CH:29]=[CH:24][N:23]=1, predict the reactants needed to synthesize it. The reactants are: [CH3:1][O:2][C:3]1[CH:4]=[C:5]2[C:9](=[CH:10][CH:11]=1)[NH:8][CH:7]=[C:6]2[C:12]([OH:14])=O.[CH2:27]1[CH2:28][CH2:29][CH:24]([N:23]=C=[N:23][CH:24]2[CH2:29][CH2:28][CH2:27][CH2:26][CH2:25]2)[CH2:25][CH2:26]1.[CH3:30][N:31]([CH:33]=[O:34])C. (2) Given the product [Br:9][C:10]1[CH:11]=[CH:17][C:13]([O:5][CH2:4][CH2:3][N:2]([CH3:6])[CH3:1])=[N:14][CH:15]=1, predict the reactants needed to synthesize it. The reactants are: [CH3:1][N:2]([CH3:6])[CH2:3][CH2:4][OH:5].[H-].[Na+].[Br:9][C:10]1[CH:11]=N[C:13](Cl)=[N:14][CH:15]=1.[CH2:17]1COCC1. (3) Given the product [NH2:18][C@H:9]([C:14]([OH:16])=[O:15])[CH2:8][C:7]1[C:6]2[C:1](=[CH:2][CH:3]=[CH:4][CH:5]=2)[NH:11][CH:12]=1, predict the reactants needed to synthesize it. The reactants are: [CH2:1]([N:11]=[C:12]=S)[CH2:2][CH2:3][CH2:4][CH2:5][CH2:6][CH2:7][CH2:8][CH2:9]C.[CH3:14][OH:15].[OH2:16].C[N:18](C=O)C.